This data is from Forward reaction prediction with 1.9M reactions from USPTO patents (1976-2016). The task is: Predict the product of the given reaction. (1) Given the reactants Br[C:2]1[CH:3]=[C:4]2[C:9](=[CH:10][CH:11]=1)[N:8]=[C:7]([C:12]([O:14][CH2:15][CH3:16])=[O:13])[CH:6]=[C:5]2[CH3:17].[Cl:18][C:19]1[CH:24]=[CH:23][CH:22]=[C:21]([Cl:25])[C:20]=1[C:26]1[C:30]([CH2:31][O:32][C:33]2[CH:38]=[CH:37][C:36](B3OC(C)(C)C(C)(C)O3)=[CH:35][CH:34]=2)=[C:29]([CH:48]([CH3:50])[CH3:49])[O:28][N:27]=1.C1(P(C2C=CC=CC=2)C2C=CC=CC=2)C=CC=CC=1.P([O-])([O-])([O-])=O.[K+].[K+].[K+], predict the reaction product. The product is: [Cl:25][C:21]1[CH:22]=[CH:23][CH:24]=[C:19]([Cl:18])[C:20]=1[C:26]1[C:30]([CH2:31][O:32][C:33]2[CH:34]=[CH:35][C:36]([C:2]3[CH:3]=[C:4]4[C:9](=[CH:10][CH:11]=3)[N:8]=[C:7]([C:12]([O:14][CH2:15][CH3:16])=[O:13])[CH:6]=[C:5]4[CH3:17])=[CH:37][CH:38]=2)=[C:29]([CH:48]([CH3:50])[CH3:49])[O:28][N:27]=1. (2) Given the reactants C(C1C(=O)C(Cl)=C(Cl)C(=O)C=1C#N)#N.[CH2:15]([CH:17]([N:20]1[C:28]2[N:27]3[N:29]=[C:30]([CH3:34])[C:31]([CH:32]=O)=[C:26]3[N:25]=[C:24]([CH3:35])[C:23]=2[CH2:22][CH2:21]1)[CH2:18][CH3:19])[CH3:16].[C:36]1([NH2:43])[CH:41]=[CH:40][CH:39]=[CH:38][C:37]=1[NH2:42].[OH-].[Na+], predict the reaction product. The product is: [NH:42]1[C:37]2[CH:38]=[CH:39][CH:40]=[CH:41][C:36]=2[N:43]=[C:32]1[C:31]1[C:30]([CH3:34])=[N:29][N:27]2[C:28]3[N:20]([CH:17]([CH2:18][CH3:19])[CH2:15][CH3:16])[CH2:21][CH2:22][C:23]=3[C:24]([CH3:35])=[N:25][C:26]=12. (3) Given the reactants [NH2:1][CH2:2][CH2:3][CH2:4][CH2:5][C:6]1[CH:18]=[CH:17][C:9]([O:10][CH2:11][C:12]([N:14]([CH3:16])[CH3:15])=[O:13])=[CH:8][CH:7]=1.I.[NH2:20][C:21]1[C:22]([C:29]([NH:31][C:32](=[NH:35])SC)=[O:30])=[N:23][C:24]([Cl:28])=[C:25]([NH2:27])[N:26]=1, predict the reaction product. The product is: [NH2:20][C:21]1[C:22]([C:29]([N:31]=[C:32]([NH2:35])[NH:1][CH2:2][CH2:3][CH2:4][CH2:5][C:6]2[CH:18]=[CH:17][C:9]([O:10][CH2:11][C:12]([N:14]([CH3:15])[CH3:16])=[O:13])=[CH:8][CH:7]=2)=[O:30])=[N:23][C:24]([Cl:28])=[C:25]([NH2:27])[N:26]=1. (4) Given the reactants [NH2:1][C:2]1[CH:7]=[C:6]([F:8])[C:5]([Cl:9])=[CH:4][C:3]=1[C:10]([C:12]1[CH:17]=[CH:16][CH:15]=[CH:14][CH:13]=1)=O.[CH2:18]([CH:20]([CH2:26][CH3:27])[C:21](=O)[CH2:22][C:23]#[N:24])[CH3:19], predict the reaction product. The product is: [Cl:9][C:5]1[CH:4]=[C:3]2[C:2](=[CH:7][C:6]=1[F:8])[N:1]=[C:21]([CH:20]([CH2:26][CH3:27])[CH2:18][CH3:19])[C:22]([C:23]#[N:24])=[C:10]2[C:12]1[CH:17]=[CH:16][CH:15]=[CH:14][CH:13]=1. (5) Given the reactants Cl[C:2]1[N:7]=[C:6]([NH:8][C:9](=[O:11])[CH3:10])[CH:5]=[CH:4][C:3]=1[C:12]1[CH:13]=[CH:14][C:15]2[N:16]([C:18]([C:21]#[N:22])=[CH:19][N:20]=2)[CH:17]=1.[CH3:23][C:24]1[CH:29]=[CH:28][CH:27]=[C:26]([Sn](CCCC)(CCCC)CCCC)[N:25]=1, predict the reaction product. The product is: [C:21]([C:18]1[N:16]2[CH:17]=[C:12]([C:3]3[C:2]([C:26]4[CH:27]=[CH:28][CH:29]=[C:24]([CH3:23])[N:25]=4)=[N:7][C:6]([NH:8][C:9](=[O:11])[CH3:10])=[CH:5][CH:4]=3)[CH:13]=[CH:14][C:15]2=[N:20][CH:19]=1)#[N:22].